Dataset: Full USPTO retrosynthesis dataset with 1.9M reactions from patents (1976-2016). Task: Predict the reactants needed to synthesize the given product. (1) Given the product [Br:11][C:12]1[CH:13]=[C:14]([NH:15][C:2]2[N:7]=[C:6]([CH:8]([F:10])[F:9])[CH:5]=[CH:4][N:3]=2)[CH:16]=[CH:17][CH:18]=1, predict the reactants needed to synthesize it. The reactants are: Cl[C:2]1[N:7]=[C:6]([CH:8]([F:10])[F:9])[CH:5]=[CH:4][N:3]=1.[Br:11][C:12]1[CH:13]=[C:14]([CH:16]=[CH:17][CH:18]=1)[NH2:15].CS(O)(=O)=O.[OH-].[Na+].C(OC(=O)C)(=O)C. (2) Given the product [F:1][C:2]1[CH:7]=[CH:6][CH:5]=[C:4]([F:8])[C:3]=1[N:9]1[C:14]2[N:15]=[C:16]([N:40]3[CH2:41][CH2:42][N:37]([CH3:36])[CH2:38][CH2:39]3)[N:17]=[C:18]([C:19]3[CH:20]=[C:21]([CH:28]=[CH:29][C:30]=3[CH3:31])[C:22]([NH:24][CH:25]([CH3:27])[CH3:26])=[O:23])[C:13]=2[CH2:12][NH:11][C:10]1=[O:35], predict the reactants needed to synthesize it. The reactants are: [F:1][C:2]1[CH:7]=[CH:6][CH:5]=[C:4]([F:8])[C:3]=1[N:9]1[C:14]2[N:15]=[C:16](S(C)=O)[N:17]=[C:18]([C:19]3[CH:20]=[C:21]([CH:28]=[CH:29][C:30]=3[CH3:31])[C:22]([NH:24][CH:25]([CH3:27])[CH3:26])=[O:23])[C:13]=2[CH2:12][NH:11][C:10]1=[O:35].[CH3:36][N:37]1[CH2:42][CH2:41][NH:40][CH2:39][CH2:38]1. (3) Given the product [F:14][CH:2]([F:1])[CH:3]1[C:12]2[C:7](=[CH:8][CH:9]=[CH:10][CH:11]=2)[NH:6][CH2:5][CH2:4]1, predict the reactants needed to synthesize it. The reactants are: [F:1][CH:2]([F:14])[CH:3]1[C:12]2[C:7](=[CH:8][CH:9]=[CH:10][CH:11]=2)[NH:6][C:5](=O)[CH2:4]1.CSC.B. (4) Given the product [CH3:1][O:2][C:3]([C@H:5]1[N:9]2[C:10](=[O:31])[C:11]([N+:28]([O-:30])=[O:29])=[C:12]([CH2:17][CH2:18][CH2:27][CH2:22][CH2:21][CH3:20])[C:13]([C:14]3[CH:15]=[CH:45][CH:46]=[C:47]([C:51]([F:54])([F:53])[F:52])[CH:16]=3)=[C:8]2[S:7][CH2:6]1)=[O:4], predict the reactants needed to synthesize it. The reactants are: [CH3:1][O:2][C:3]([C@H:5]1[N:9]2[C:10](=[O:31])[C:11]([N+:28]([O-:30])=[O:29])=[C:12]([CH2:17][C:18]3[C:27]4[C:22](=CC=CC=4)[CH:21]=[CH:20]C=3)[C:13]([CH:14]3[CH2:16][CH2:15]3)=[C:8]2[S:7][CH2:6]1)=[O:4].COC([C@H]1N2C(=O)C=C(CCCCCC)C([C:45]3C=CC=[C:47]([C:51]([F:54])([F:53])[F:52])[CH:46]=3)=C2SC1)=O.N([O-])=O.[Na+].C(O)(C(F)(F)F)=O. (5) Given the product [F:19][C:20]1[CH:25]=[CH:24][C:23]([C:2]2[CH:18]=[CH:17][C:5]([O:6][CH:7]([CH3:16])[CH2:8][NH:9][S:10]([CH:13]([CH3:15])[CH3:14])(=[O:12])=[O:11])=[CH:4][CH:3]=2)=[CH:22][CH:21]=1, predict the reactants needed to synthesize it. The reactants are: Br[C:2]1[CH:18]=[CH:17][C:5]([O:6][CH:7]([CH3:16])[CH2:8][NH:9][S:10]([CH:13]([CH3:15])[CH3:14])(=[O:12])=[O:11])=[CH:4][CH:3]=1.[F:19][C:20]1[CH:25]=[CH:24][C:23](B(O)O)=[CH:22][CH:21]=1.C(=O)([O-])[O-].[Na+].[Na+]. (6) Given the product [F:19][C:20]1[CH:21]=[CH:22][C:23]([N:26]2[C:30]([C:2]3[CH:3]=[CH:4][C:5]4[N:9]=[CH:8][N:7]([C:10]5[CH:15]=[CH:14][C:13]([O:16][CH3:17])=[CH:12][CH:11]=5)[C:6]=4[CH:18]=3)=[CH:29][CH:28]=[N:27]2)=[CH:24][CH:25]=1, predict the reactants needed to synthesize it. The reactants are: Br[C:2]1[CH:3]=[CH:4][C:5]2[N:9]=[CH:8][N:7]([C:10]3[CH:15]=[CH:14][C:13]([O:16][CH3:17])=[CH:12][CH:11]=3)[C:6]=2[CH:18]=1.[F:19][C:20]1[CH:25]=[CH:24][C:23]([N:26]2[C:30](B(O)O)=[CH:29][CH:28]=[N:27]2)=[CH:22][CH:21]=1.